This data is from Full USPTO retrosynthesis dataset with 1.9M reactions from patents (1976-2016). The task is: Predict the reactants needed to synthesize the given product. Given the product [CH2:31]([N:29]1[C@H:28]2[C@@H:17]([C:18]3[CH:19]=[CH:20][CH:21]=[C:22]4[C:23]=3[C:24]([CH2:27]2)=[CH:25][NH:26]4)[CH2:16][C@@H:15]([C:13]([NH:6][CH2:7][CH2:8][CH2:9][N:10]2[CH2:12][CH2:39][O:34][CH2:35][CH2:36]2)=[O:14])[CH2:30]1)[CH:32]=[CH2:33], predict the reactants needed to synthesize it. The reactants are: CCNC([N:6]([C:13]([C@H:15]1[CH2:30][N:29]([CH2:31][CH:32]=[CH2:33])[C@H:28]2[C@@H:17]([C:18]3[C:23]4[C:24]([CH2:27]2)=[CH:25][NH:26][C:22]=4[CH:21]=[CH:20][CH:19]=3)[CH2:16]1)=[O:14])[CH2:7][CH2:8][CH2:9][N:10]([CH3:12])C)=O.[O:34]1[CH2:39]CN(CCCN)[CH2:36][CH2:35]1.